From a dataset of Forward reaction prediction with 1.9M reactions from USPTO patents (1976-2016). Predict the product of the given reaction. Given the reactants [Cl:1][C:2]1[N:7]=[C:6]([CH2:8][C:9]([C:11]2[CH:12]=[C:13]([NH:17][C:18](=[O:27])[C:19]3[C:24]([F:25])=[CH:23][CH:22]=[CH:21][C:20]=3[F:26])[CH:14]=[CH:15][CH:16]=2)=O)[CH:5]=[CH:4][N:3]=1.C1C(=O)N(Br)C(=O)C1.[C:36](=[S:40])([NH2:39])[CH2:37][CH3:38], predict the reaction product. The product is: [Cl:1][C:2]1[N:7]=[C:6]([C:8]2[S:40][C:36]([CH2:37][CH3:38])=[N:39][C:9]=2[C:11]2[CH:12]=[C:13]([NH:17][C:18](=[O:27])[C:19]3[C:24]([F:25])=[CH:23][CH:22]=[CH:21][C:20]=3[F:26])[CH:14]=[CH:15][CH:16]=2)[CH:5]=[CH:4][N:3]=1.